From a dataset of Forward reaction prediction with 1.9M reactions from USPTO patents (1976-2016). Predict the product of the given reaction. Given the reactants [CH3:1][C:2]1[CH:28]=[C:27]([CH3:29])[CH:26]=[C:25]([CH3:30])[C:3]=1[NH:4][CH2:5][C:6]1[CH:15]=[CH:14][C:13]2[C:8](=[CH:9][CH:10]=[CH:11][CH:12]=2)[C:7]=1B1OC(C)(C)C(C)(C)O1.Br[C:32]1[N:37]=[C:36]([C:38]([NH:41][C:42]2[C:47]([CH2:48][CH3:49])=[CH:46][CH:45]=[CH:44][C:43]=2[CH2:50][CH3:51])([CH3:40])[CH3:39])[CH:35]=[CH:34][CH:33]=1.C([O-])([O-])=O.[Na+].[Na+].O, predict the reaction product. The product is: [CH2:50]([C:43]1[CH:44]=[CH:45][CH:46]=[C:47]([CH2:48][CH3:49])[C:42]=1[NH:41][C:38]([C:36]1[N:37]=[C:32]([C:7]2[C:8]3[C:13](=[CH:12][CH:11]=[CH:10][CH:9]=3)[CH:14]=[CH:15][C:6]=2[CH2:5][NH:4][C:3]2[C:2]([CH3:1])=[CH:28][C:27]([CH3:29])=[CH:26][C:25]=2[CH3:30])[CH:33]=[CH:34][CH:35]=1)([CH3:40])[CH3:39])[CH3:51].